This data is from CYP2C9 inhibition data for predicting drug metabolism from PubChem BioAssay. The task is: Regression/Classification. Given a drug SMILES string, predict its absorption, distribution, metabolism, or excretion properties. Task type varies by dataset: regression for continuous measurements (e.g., permeability, clearance, half-life) or binary classification for categorical outcomes (e.g., BBB penetration, CYP inhibition). Dataset: cyp2c9_veith. (1) The drug is CS(=O)(=O)N1CCC2(CC1)CN(C(=O)Nc1cccc(F)c1)C2. The result is 1 (inhibitor). (2) The molecule is COc1cccc(/C(O)=C2/C(=O)C(=O)N(c3cc(C)on3)C2c2cccs2)c1. The result is 1 (inhibitor). (3) The drug is Cc1sc(NC(=O)c2ccco2)c(C(c2ccncc2)N2CCOCC2)c1C. The result is 1 (inhibitor). (4) The compound is N=C(N)CCNC(=O)[C@@H]1CCC(N)=N1.O=S(=O)(O)O. The result is 0 (non-inhibitor). (5) The molecule is FC(F)(F)c1ccccc1-c1nc(NCCN2CCOCC2)c2ccccc2n1. The result is 0 (non-inhibitor). (6) The result is 1 (inhibitor). The drug is Cc1ccc(-c2noc(CN3CCN(C(c4ccccc4)c4ccccc4)CC3)n2)cc1.